Dataset: Catalyst prediction with 721,799 reactions and 888 catalyst types from USPTO. Task: Predict which catalyst facilitates the given reaction. Reactant: Br[C:2]1[CH:10]=[CH:9][C:5]([C:6]([OH:8])=[O:7])=[C:4]([CH2:11][CH3:12])[CH:3]=1.[B:13](OC(C)C)([O:18]C(C)C)[O:14]C(C)C.C([Li])CCC. Product: [OH:14][B:13]([OH:18])[C:2]1[CH:10]=[CH:9][C:5]([C:6]([OH:8])=[O:7])=[C:4]([CH2:11][CH3:12])[CH:3]=1. The catalyst class is: 1.